From a dataset of Reaction yield outcomes from USPTO patents with 853,638 reactions. Predict the reaction yield, written as a fraction of the theoretical maximum amount of product (1.0 means a 100% yield; for example, 0.34 means a 34% yield). The reactants are C[C:2]1[C:6](C)=[C:5]([NH:8][C:9](=[O:16])OCC(Cl)(Cl)Cl)O[N:3]=1.[C:17]1([C:23]2[N:27]=[C:26]([N:28]3[CH2:33][CH2:32][NH:31][CH2:30][CH2:29]3)[S:25][N:24]=2)[CH:22]=[CH:21][CH:20]=[CH:19][CH:18]=1.[CH:34]([N:37](C(C)C)CC)(C)[CH3:35].O. The catalyst is CS(C)=O. The product is [CH2:34]([N:37]1[C:5]([NH:8][C:9]([N:31]2[CH2:32][CH2:33][N:28]([C:26]3[S:25][N:24]=[C:23]([C:17]4[CH:18]=[CH:19][CH:20]=[CH:21][CH:22]=4)[N:27]=3)[CH2:29][CH2:30]2)=[O:16])=[CH:6][CH:2]=[N:3]1)[CH3:35]. The yield is 0.368.